This data is from Reaction yield outcomes from USPTO patents with 853,638 reactions. The task is: Predict the reaction yield, written as a fraction of the theoretical maximum amount of product (1.0 means a 100% yield; for example, 0.34 means a 34% yield). The reactants are C1(P(C2CCCCC2)C2C=CC=CC=2C2C=CC=CC=2N(C)C)CCCCC1.CC(C)([O-])C.[Na+].[NH:35]1[CH2:41][CH2:40][CH2:39][CH2:38][CH2:37][CH2:36]1.Br[C:43]1[CH:48]=[C:47]([CH3:49])[C:46]([NH:50][C:51](=[O:58])[CH2:52][CH:53]2[CH2:57][CH2:56][CH2:55][CH2:54]2)=[C:45]([CH3:59])[CH:44]=1. The catalyst is C1(C)C=CC=CC=1.C1C=CC(/C=C/C(/C=C/C2C=CC=CC=2)=O)=CC=1.C1C=CC(/C=C/C(/C=C/C2C=CC=CC=2)=O)=CC=1.[Pd]. The product is [N:35]1([C:43]2[CH:48]=[C:47]([CH3:49])[C:46]([NH:50][C:51](=[O:58])[CH2:52][CH:53]3[CH2:57][CH2:56][CH2:55][CH2:54]3)=[C:45]([CH3:59])[CH:44]=2)[CH2:41][CH2:40][CH2:39][CH2:38][CH2:37][CH2:36]1. The yield is 0.500.